This data is from Forward reaction prediction with 1.9M reactions from USPTO patents (1976-2016). The task is: Predict the product of the given reaction. The product is: [CH3:14][N:1]1[C:5]2[CH:6]=[CH:7][CH:8]=[CH:9][C:4]=2[CH2:3][S:2]1(=[O:10])=[O:11]. Given the reactants [NH:1]1[C:5]2[CH:6]=[CH:7][CH:8]=[CH:9][C:4]=2[CH2:3][S:2]1(=[O:11])=[O:10].CI.[C:14](=O)([O-])[O-].[K+].[K+], predict the reaction product.